From a dataset of Forward reaction prediction with 1.9M reactions from USPTO patents (1976-2016). Predict the product of the given reaction. (1) Given the reactants C([Mg]Cl)(C)C.[NH:6]1[C:14]2[CH:13]=[CH:12][N:11]=[CH:10][C:9]=2[CH:8]=[CH:7]1.[CH2:15]([O:17][C:18](=[O:32])[C:19](=[CH:25][C:26]1[CH:31]=[CH:30][CH:29]=[CH:28][CH:27]=1)[C:20]([O:22][CH2:23][CH3:24])=[O:21])[CH3:16], predict the reaction product. The product is: [CH2:23]([O:22][C:20](=[O:21])[CH:19]([CH:25]([C:26]1[CH:27]=[CH:28][CH:29]=[CH:30][CH:31]=1)[C:8]1[C:9]2[CH:10]=[N:11][CH:12]=[CH:13][C:14]=2[NH:6][CH:7]=1)[C:18]([O:17][CH2:15][CH3:16])=[O:32])[CH3:24]. (2) Given the reactants [CH3:1][O:2][C:3]1[CH:12]=[C:11]2[C:6]([C:7]([O:13][C:14]3[CH:19]=[CH:18][C:17]([NH:20][C:21]([C:23]4[C:24](=[O:44])[N:25]([C:38]5[CH:43]=[CH:42][CH:41]=[CH:40][CH:39]=5)[N:26]([CH2:29][C@@H:30]([O:32][C:33](=[O:37])[C@@H:34]([NH2:36])[CH3:35])[CH3:31])[C:27]=4[CH3:28])=[O:22])=[CH:16][C:15]=3[F:45])=[CH:8][CH:9]=[N:10]2)=[CH:5][CH:4]=1.[CH3:46][S:47]([OH:50])(=[O:49])=[O:48], predict the reaction product. The product is: [CH3:46][S:47]([OH:50])(=[O:49])=[O:48].[F:45][C:15]1[CH:16]=[C:17]([NH:20][C:21]([C:23]2[C:24](=[O:44])[N:25]([C:38]3[CH:39]=[CH:40][CH:41]=[CH:42][CH:43]=3)[N:26]([CH2:29][C@@H:30]([O:32][C:33](=[O:37])[C@@H:34]([NH2:36])[CH3:35])[CH3:31])[C:27]=2[CH3:28])=[O:22])[CH:18]=[CH:19][C:14]=1[O:13][C:7]1[C:6]2[C:11](=[CH:12][C:3]([O:2][CH3:1])=[CH:4][CH:5]=2)[N:10]=[CH:9][CH:8]=1. (3) Given the reactants Br[C:2]1[C:3]2[CH:22]=[CH:21][CH:20]=[CH:19][C:4]=2[C:5]2[CH2:6][N:7]([C@H:12]3[CH2:17][CH2:16][CH2:15][CH2:14][C@@H:13]3[OH:18])[C:8](=[O:11])[C:9]=2[CH:10]=1.C([O-])(=O)C.[K+].[B:28]1([B:28]2[O:32][C:31]([CH3:34])([CH3:33])[C:30]([CH3:36])([CH3:35])[O:29]2)[O:32][C:31]([CH3:34])([CH3:33])[C:30]([CH3:36])([CH3:35])[O:29]1.ClCCl, predict the reaction product. The product is: [OH:18][C@H:13]1[CH2:14][CH2:15][CH2:16][CH2:17][C@@H:12]1[N:7]1[CH2:6][C:5]2[C:4]3[CH:19]=[CH:20][CH:21]=[CH:22][C:3]=3[C:2]([B:28]3[O:32][C:31]([CH3:34])([CH3:33])[C:30]([CH3:36])([CH3:35])[O:29]3)=[CH:10][C:9]=2[C:8]1=[O:11]. (4) Given the reactants Cl[C:2]1[CH:3]=[C:4]([C:24]2[CH:29]=[CH:28][CH:27]=[C:26]([S:30]([CH3:33])(=[O:32])=[O:31])[CH:25]=2)[CH:5]=[CH:6][C:7]=1[N:8]1[CH:12]=[C:11]([C:13](O)=[O:14])[N:10]=[C:9]1[CH2:16][C:17]1[CH:22]=[CH:21][CH:20]=[CH:19][C:18]=1[Cl:23].BrC1C=CC([N:41]2C=C(C(O)=O)[N:43]=[C:42]2[C:49]2C=CC=CC=2Cl)=C(Cl)C=1.C(Cl)(=O)C(Cl)=O.C(=NO)(N)C.C([O-])([O-])=O.[K+].[K+], predict the reaction product. The product is: [CH3:33][S:30]([C:26]1[CH:25]=[C:24]([C:4]2[CH:5]=[CH:6][C:7]([N:8]3[CH:12]=[C:11]([C:13]4[O:14][N:43]=[C:42]([CH3:49])[N:41]=4)[N:10]=[C:9]3[CH2:16][C:17]3[CH:22]=[CH:21][CH:20]=[CH:19][C:18]=3[Cl:23])=[CH:2][CH:3]=2)[CH:29]=[CH:28][CH:27]=1)(=[O:31])=[O:32]. (5) Given the reactants [F:1][C:2]([F:29])([F:28])[C:3]1[C:11]2[CH2:10][CH2:9][CH2:8][CH2:7][C:6]=2[N:5]([CH2:12][C:13]([NH:15][C:16]2[S:20][C:19]3[CH2:21][CH2:22][CH2:23][CH2:24][C:18]=3[C:17]=2[C:25](O)=[O:26])=[O:14])[N:4]=1.[CH3:30][N:31]([CH3:35])[CH2:32][CH2:33][NH2:34].C(N(CC)C(C)C)(C)C, predict the reaction product. The product is: [CH3:30][N:31]([CH3:35])[CH2:32][CH2:33][NH:34][C:25]([C:17]1[C:18]2[CH2:24][CH2:23][CH2:22][CH2:21][C:19]=2[S:20][C:16]=1[NH:15][C:13](=[O:14])[CH2:12][N:5]1[C:6]2[CH2:7][CH2:8][CH2:9][CH2:10][C:11]=2[C:3]([C:2]([F:29])([F:28])[F:1])=[N:4]1)=[O:26]. (6) Given the reactants [C:1]([O:20][CH3:21])(=[O:19])[CH2:2][CH2:3][CH2:4][CH2:5][CH2:6][CH2:7][CH2:8]/[CH:9]=[CH:10]\CCCCCCCC.CCCCCCCCCCCCCC.C=C, predict the reaction product. The product is: [CH2:1]=[CH:2][CH2:3][CH2:4][CH2:5][CH2:6][CH2:7][CH2:8][CH2:9][CH3:10].[CH3:21][O:20][C:1](=[O:19])[CH2:2][CH2:3][CH2:4][CH2:5][CH2:6][CH2:7][CH2:8][CH:9]=[CH2:10].